Dataset: Forward reaction prediction with 1.9M reactions from USPTO patents (1976-2016). Task: Predict the product of the given reaction. (1) Given the reactants C[O:2][C:3]1[CH:8]=[CH:7][N:6]=[CH:5][C:4]=1[CH2:9][N:10]1[CH2:15][CH2:14][CH:13]([CH2:16][CH2:17][C:18]2[CH:23]=[CH:22][CH:21]=[CH:20][C:19]=2C)[CH2:12][CH2:11]1.Cl.C[OH:27].[CH2:28]([OH:30])C, predict the reaction product. The product is: [O:2]=[C:3]1[CH:8]=[CH:7][NH:6][CH:5]=[C:4]1[CH2:9][N:10]1[CH2:15][CH2:14][CH:13]([CH2:16][CH2:17][C:18]2[CH:23]=[CH:22][CH:21]=[C:20]3[O:27][CH2:28][O:30][C:19]=23)[CH2:12][CH2:11]1. (2) Given the reactants [CH3:1][O:2][C:3]1[CH:11]=[CH:10][C:6]([C:7]([OH:9])=O)=[CH:5][C:4]=1[CH3:12].[O:13]1[CH:17]=[CH:16][CH:15]=[C:14]1[CH2:18][S:19][CH2:20][CH2:21][NH2:22], predict the reaction product. The product is: [O:13]1[CH:17]=[CH:16][CH:15]=[C:14]1[CH2:18][S:19][CH2:20][CH2:21][NH:22][C:7](=[O:9])[C:6]1[CH:10]=[CH:11][C:3]([O:2][CH3:1])=[C:4]([CH3:12])[CH:5]=1. (3) Given the reactants [O:1]1[CH2:6][CH2:5][CH2:4][CH2:3][CH:2]1[N:7]1[C:15]2[C:10](=[CH:11][C:12]([C:16]3[N:20]=[CH:19][N:18]([C:21]([C:34]4[CH:39]=[CH:38][CH:37]=[CH:36][CH:35]=4)([C:28]4[CH:33]=[CH:32][CH:31]=[CH:30][CH:29]=4)[C:22]4[CH:27]=[CH:26][CH:25]=[CH:24][CH:23]=4)[N:17]=3)=[CH:13][CH:14]=2)[C:9]([C:40]2[CH:41]=[C:42]([CH:47]=[CH:48][CH:49]=2)[C:43](OC)=[O:44])=[N:8]1.[OH-].[Li+].[CH3:52][C:53]([CH3:57])([CH3:56])[CH2:54][NH2:55].O.ON1C2C=CC=CC=2N=N1.Cl.CN(C)CCCN=C=NCC, predict the reaction product. The product is: [CH3:52][C:53]([CH3:57])([CH3:56])[CH2:54][NH:55][C:43]([C:42]1[CH:47]=[CH:48][CH:49]=[C:40]([C:9]2[C:10]3[C:15](=[CH:14][CH:13]=[C:12]([C:16]4[N:20]=[CH:19][N:18]([C:21]([C:28]5[CH:29]=[CH:30][CH:31]=[CH:32][CH:33]=5)([C:34]5[CH:39]=[CH:38][CH:37]=[CH:36][CH:35]=5)[C:22]5[CH:27]=[CH:26][CH:25]=[CH:24][CH:23]=5)[N:17]=4)[CH:11]=3)[N:7]([CH:2]3[CH2:3][CH2:4][CH2:5][CH2:6][O:1]3)[N:8]=2)[CH:41]=1)=[O:44]. (4) Given the reactants [C:1]([O:5][C:6]([N:8]1[CH2:14][C:13]2[CH:15]=[C:16]([Cl:19])[CH:17]=[CH:18][C:12]=2[NH:11][C:10](=O)[CH2:9]1)=[O:7])([CH3:4])([CH3:3])[CH3:2].COC1C=CC(P2(=S)SP(=S)(C3C=CC(OC)=CC=3)[S:30]2)=CC=1, predict the reaction product. The product is: [C:1]([O:5][C:6]([N:8]1[CH2:14][C:13]2[CH:15]=[C:16]([Cl:19])[CH:17]=[CH:18][C:12]=2[NH:11][C:10](=[S:30])[CH2:9]1)=[O:7])([CH3:4])([CH3:3])[CH3:2]. (5) Given the reactants O1CCOCC1.[Cl:7][C:8]1[CH:9]=[CH:10][C:11]2[N:17]3[C:18]([C:21]([F:24])([F:23])[F:22])=[N:19][N:20]=[C:16]3[C@@H:15]([CH2:25][C:26]([O:28]CC)=[O:27])[O:14][C@H:13]([C:31]3[CH:36]=[CH:35][CH:34]=[C:33]([C:37]([F:40])([F:39])[F:38])[C:32]=3[O:41][CH3:42])[C:12]=2[CH:43]=1.Cl.O, predict the reaction product. The product is: [Cl:7][C:8]1[CH:9]=[CH:10][C:11]2[N:17]3[C:18]([C:21]([F:24])([F:23])[F:22])=[N:19][N:20]=[C:16]3[C@@H:15]([CH2:25][C:26]([OH:28])=[O:27])[O:14][C@H:13]([C:31]3[CH:36]=[CH:35][CH:34]=[C:33]([C:37]([F:38])([F:39])[F:40])[C:32]=3[O:41][CH3:42])[C:12]=2[CH:43]=1. (6) Given the reactants [CH2:1]([O:3][C:4]1[CH:5]=[C:6]2[C:11](=[CH:12][C:13]=1[O:14][CH2:15][CH3:16])[N:10]=[CH:9][C:8]([C:17]#[N:18])=[C:7]2[CH3:19])[CH3:2].C[Si](C)(C)[N-][Si](C)(C)C.[Li+].[Br:30][C:31]1[CH:40]=[CH:39][C:34]([C:35](OC)=[O:36])=[CH:33][CH:32]=1, predict the reaction product. The product is: [Br:30][C:31]1[CH:40]=[CH:39][C:34]([C:35](=[O:36])[CH2:19][C:7]2[C:6]3[C:11](=[CH:12][C:13]([O:14][CH2:15][CH3:16])=[C:4]([O:3][CH2:1][CH3:2])[CH:5]=3)[N:10]=[CH:9][C:8]=2[C:17]#[N:18])=[CH:33][CH:32]=1. (7) Given the reactants [OH-:1].[K+].[OH2:3].[CH3:4][O:5][C:6]1[CH:7]=[C:8]([CH2:14][CH2:15][C:16]2[N:17]=[C:18]3[CH:24]=[C:23]([C:25]4[CH:30]=[CH:29][N:28]=[C:27]([C:31]#N)[CH:26]=4)[N:22](S(C4C=CC=CC=4)(=O)=O)[C:19]3=[N:20][CH:21]=2)[CH:9]=[C:10]([O:12][CH3:13])[CH:11]=1.Cl, predict the reaction product. The product is: [CH3:13][O:12][C:10]1[CH:9]=[C:8]([CH:7]=[C:6]([O:5][CH3:4])[CH:11]=1)[CH2:14][CH2:15][C:16]1[N:17]=[C:18]2[CH:24]=[C:23]([C:25]3[CH:30]=[CH:29][N:28]=[C:27]([C:31]([OH:3])=[O:1])[CH:26]=3)[NH:22][C:19]2=[N:20][CH:21]=1.